Dataset: Peptide-MHC class I binding affinity with 185,985 pairs from IEDB/IMGT. Task: Regression. Given a peptide amino acid sequence and an MHC pseudo amino acid sequence, predict their binding affinity value. This is MHC class I binding data. (1) The peptide sequence is MAAILAYTI. The MHC is H-2-Kb with pseudo-sequence H-2-Kb. The binding affinity (normalized) is 0.252. (2) The peptide sequence is LPYPVLLKI. The MHC is HLA-A02:19 with pseudo-sequence HLA-A02:19. The binding affinity (normalized) is 0.0847.